This data is from Reaction yield outcomes from USPTO patents with 853,638 reactions. The task is: Predict the reaction yield, written as a fraction of the theoretical maximum amount of product (1.0 means a 100% yield; for example, 0.34 means a 34% yield). (1) The reactants are C(S[C:4](=[N:8][C:9]1[CH:14]=[CH:13][C:12]([Br:15])=[CH:11][CH:10]=1)[CH:5]([CH3:7])[CH3:6])C.[C:16]([NH:24][NH2:25])(=O)[C:17]1[CH:22]=[CH:21][CH:20]=[CH:19][CH:18]=1.C(O)CCC. The catalyst is CO. The product is [Br:15][C:12]1[CH:13]=[CH:14][C:9]([N:8]2[C:4]([CH:5]([CH3:7])[CH3:6])=[N:25][N:24]=[C:16]2[C:17]2[CH:22]=[CH:21][CH:20]=[CH:19][CH:18]=2)=[CH:10][CH:11]=1. The yield is 0.280. (2) The reactants are [NH2:1][C:2]1[N:3]=[CH:4][C:5]2[CH:11]=[C:10]([C:12]3[C:17]([Cl:18])=[C:16]([O:19][CH3:20])[CH:15]=[C:14]([O:21][CH3:22])[C:13]=3[Cl:23])[C:9](=[O:24])[N:8]([CH2:25][CH2:26][CH2:27][N:28]3[CH2:33][CH2:32][N:31]([C:34]([O:36][C:37]([CH3:40])([CH3:39])[CH3:38])=[O:35])[CH2:30][CH2:29]3)[C:6]=2[N:7]=1.[C:41](=O)([O:44]C)[O:42][CH3:43].CC([O-])(C)C.[K+]. The catalyst is C1COCC1. The product is [Cl:18][C:17]1[C:16]([O:19][CH3:20])=[CH:15][C:14]([O:21][CH3:22])=[C:13]([Cl:23])[C:12]=1[C:10]1[C:9](=[O:24])[N:8]([CH2:25][CH2:26][CH2:27][N:28]2[CH2:29][CH2:30][N:31]([C:34]([O:36][C:37]([CH3:40])([CH3:39])[CH3:38])=[O:35])[CH2:32][CH2:33]2)[C:6]2[N:7]=[C:2]([NH:1][C:41]([O:42][CH3:43])=[O:44])[N:3]=[CH:4][C:5]=2[CH:11]=1. The yield is 0.910. (3) The reactants are [OH:1][B:2]([OH:15])[C:3]1[CH:4]=[N:5][C:6]2[N:7]([N:9]=[CH:10][C:11]=2[C:12]([OH:14])=O)[CH:8]=1.C(N(CC)CC)C.CN(C(ON1N=NC2C=CC=CC1=2)=[N+](C)C)C.[B-](F)(F)(F)F.Cl.[NH2:46][CH2:47][C:48]([NH2:50])=[O:49]. The catalyst is CN(C=O)C.CC#N. The product is [NH2:50][C:48](=[O:49])[CH2:47][NH:46][C:12]([C:11]1[CH:10]=[N:9][N:7]2[CH:8]=[C:3]([B:2]([OH:1])[OH:15])[CH:4]=[N:5][C:6]=12)=[O:14]. The yield is 0.940. (4) The reactants are C(O[CH2:5][C:6]1[C:15]2[C:10](=[CH:11][CH:12]=[C:13]([O:16][C:17]3[CH:22]=[CH:21][CH:20]=[CH:19][CH:18]=3)[CH:14]=2)[C:9]([OH:23])=[C:8]([C:24]([O:26][CH3:27])=[O:25])[N:7]=1)(=O)C.C([O-])([O-])=O.[Na+].[Na+]. The catalyst is [Pd].C(OCC)(=O)C. The product is [OH:23][C:9]1[C:10]2[C:15](=[CH:14][C:13]([O:16][C:17]3[CH:22]=[CH:21][CH:20]=[CH:19][CH:18]=3)=[CH:12][CH:11]=2)[C:6]([CH3:5])=[N:7][C:8]=1[C:24]([O:26][CH3:27])=[O:25]. The yield is 0.900. (5) The reactants are [CH2:1]([O:8][CH2:9][C@@H:10]1[O:15][CH2:14][CH2:13][NH:12][CH2:11]1)[C:2]1[CH:7]=[CH:6][CH:5]=[CH:4][CH:3]=1.C([O-])([O-])=O.[K+].[K+].[CH3:22][C:23]([O:26][C:27](O[C:27]([O:26][C:23]([CH3:25])([CH3:24])[CH3:22])=[O:28])=[O:28])([CH3:25])[CH3:24]. The catalyst is CC(C)=O.O. The product is [CH2:1]([O:8][CH2:9][C@@H:10]1[O:15][CH2:14][CH2:13][N:12]([C:27]([O:26][C:23]([CH3:25])([CH3:24])[CH3:22])=[O:28])[CH2:11]1)[C:2]1[CH:3]=[CH:4][CH:5]=[CH:6][CH:7]=1. The yield is 0.440. (6) The reactants are [Br:1][C:2]1[CH:10]=[CH:9][C:8]([C:11]([O:13]C)=[O:12])=[C:7]2[C:3]=1[CH:4]=[C:5]([C:25]1[CH2:26][N:27]([C:30]([O:32][C:33]([CH3:36])([CH3:35])[CH3:34])=[O:31])[CH2:28][CH:29]=1)[N:6]2S(C1C=CC(C)=CC=1)(=O)=O.CO.O.O[Li].O. The catalyst is C1COCC1. The product is [Br:1][C:2]1[CH:10]=[CH:9][C:8]([C:11]([OH:13])=[O:12])=[C:7]2[C:3]=1[CH:4]=[C:5]([C:25]1[CH2:26][N:27]([C:30]([O:32][C:33]([CH3:36])([CH3:35])[CH3:34])=[O:31])[CH2:28][CH:29]=1)[NH:6]2. The yield is 0.565.